Dataset: Full USPTO retrosynthesis dataset with 1.9M reactions from patents (1976-2016). Task: Predict the reactants needed to synthesize the given product. Given the product [CH2:36]([O:35][Si:31]([CH2:30][O:10][C:9](=[O:11])[CH:8]=[CH:7][C:6]1[CH:12]=[CH:13][C:3]([O:2][CH3:1])=[CH:4][CH:5]=1)([O:38][CH2:39][CH3:40])[O:32][CH2:33][CH3:34])[CH3:37], predict the reactants needed to synthesize it. The reactants are: [CH3:1][O:2][C:3]1[CH:13]=[CH:12][C:6]([CH:7]=[CH:8][C:9]([OH:11])=[O:10])=[CH:5][CH:4]=1.C1(N=C=NC2CCCCC2)CCCCC1.O[CH2:30][Si:31]([O:38][CH2:39][CH3:40])([O:35][CH2:36][CH3:37])[O:32][CH2:33][CH3:34].